Task: Binary Classification. Given a miRNA mature sequence and a target amino acid sequence, predict their likelihood of interaction.. Dataset: Experimentally validated miRNA-target interactions with 360,000+ pairs, plus equal number of negative samples (1) The miRNA is mmu-miR-124-3p with sequence UAAGGCACGCGGUGAAUGCC. The protein sequence of the target gene is MALAAARRLLLHAGSRLGRREAVDGARRFANKRVLVETEGPAGVAVMKLRNPPVNSLSLECLTEFTISLEKLENDKSIRGVILTSECPGIFSAGLDLLEMYGRNPAHYAEYWKNVQELWLRLYTSNMILVSAINGASPAGGCLLALCCDYRVMADNPKYTIGLNESLLGIVAPFWFKDMYVNTIGHREAERALQLGTLFSPAEALKVGVVDEVVPEDQVHSKARSVMTKWLAIPDHSRQLTKNMMRKATADNLIKQREADIQNFTSFISKDSIQKSLHMYLEKLKQKKG. Result: 1 (interaction). (2) The miRNA is hsa-miR-377-5p with sequence AGAGGUUGCCCUUGGUGAAUUC. The protein sequence of the target gene is MSENSSDSDSSCGWTVISHEGSDIEMLNSVTPTDSCEPAPECSSLEQEELQALQIEQGESSQNGTVLMEETAYPALEETSSTIEAEEQKIPEDSIYIGTASDDSDIVTLEPPKLEEIGNQEVVIVEEAQSSEDFNMGSSSSSQYTFCQPETVFSSQPSDDESSSDETSNQPSPAFRRRRARKKTVSASESEDRLVAEQETEPSKELSKRQFSSGLNKCVILALVIAISMGFGHFYGTIQIQKRQQLVRKIHEDELNDMKDYLSQCQQEQESFIDYKSLKENLARCWTLTEAEKMSFETQK.... Result: 1 (interaction). (3) The miRNA is hsa-miR-6885-3p with sequence CUUUGCUUCCUGCUCCCCUAG. The protein sequence of the target gene is MMPTELTSLIPGMFDDFSYDSTASTDDYMNLNFSSFFCKKNNVRQFASHFLPPLYWLVFIVGTLGNSLVILVYWYCTRVKTMTDMFLLNLAIADLLFLATLPFWAIAAAGQWMFQTFMCKVVNSMYKMNFYSCVLLIMCISVDRYIAIVQAMKAQVWRQKRLLYSKMVCITIWVMAAVLCTPEILYSQVSGESGIATCTMVYPKDKNAKLKSAVLILKVTLGFFLPFMVMAFCYTIIIHTLVQAKKSSKHKALKVTITVLTVFIMSQFPYNSILVVQAVDAYAMFISNCTISTNIDICFQ.... Result: 0 (no interaction). (4) The miRNA is hsa-miR-301a-3p with sequence CAGUGCAAUAGUAUUGUCAAAGC. The protein sequence of the target gene is MEEKRRKYSISSDNSDTTDSHATSTSASRCSKLPSSTKSGWPRQNEKKPSEVFRTDLITAMKIPDSYQLSPDDYYILADPWRQEWEKGVQVPAGAEAIPEPVVRILPPLEGPPAQASPSSTMLGEGSQPDWPGGSRYDLDEIDAYWLELINSELKEMERPELDELTLERVLEELETLCHQNMARAIETQEGLGIEYDEDVVCDVCRSPEGEDGNEMVFCDKCNVCVHQACYGILKVPTGSWLCRTCALGVQPKCLLCPKRGGALKPTRSGTKWVHVSCALWIPEVSIGCPEKMEPITKIS.... Result: 0 (no interaction). (5) The miRNA is mmu-miR-1966-5p with sequence AAGGGAGCUGGCUCAGGAGAGAGUC. The protein sequence of the target gene is MEAVYLVVNGLGLVLDVLTLVLDLNFLLVSSLLASLAWLLAFVYNLPHTVLTSLLHLGRGVLLSLLALIEAVVRFTCGGLQALCTLLYSCCSGLESLKLLGHLASHGALRSREILHRGVLNVVSSGHALLRQACDICAIAMSLVAYVINSLVNICLIGTQNLFSLVLALWDAVTGPLWRMTDVVAAFLAHISSSAVAMAILLWTPCQLALELLASAARLLASFVLVNLTGLVLLACVLAVTVTVLHPDFTLRLATQALSQLHARPSYHRLREDVMRLSRLALGSEAWRRVWSRSLQLASW.... Result: 0 (no interaction). (6) Result: 0 (no interaction). The miRNA is hsa-miR-4447 with sequence GGUGGGGGCUGUUGUUU. The protein sequence of the target gene is MLSKRIVTALNTAVKVQNAGIATTARGMAGASGSEVSKILEERILGTETGINLEETGKVLSIGDGIARVYGLKNIQAEEMVEFDSGIKGMAMNLDVDNVGVVVFGNDKVIREGDIVKRTGAIVDVPVGDGLLGRVVDALGNPIDGKGPIANARRSRVEVKAPGIIPRLSVREPMVTGVKAVDSLVPIGRGQRELIIGDRQTGKTAIAIDTIINQKRFNDAGDDKKKLFCIYVAVGQKRSTVAQIVKRLTDAGAMDYTIVVSATASDAAPLQFLAPYSGCAMGEHFRDNGKHALIIFDDLS.... (7) The miRNA is rno-miR-351-3p with sequence GGUCAAGAGGCGCCUGGGAAC. The protein sequence of the target gene is MALLRRPTVSSDLENIDTGVNSKVKSHVTIRRTVLEEIGNRVTTRAAQVAKKAQNTKVPVQPTKTTNVNKQLKPTASVKPVQMEKLAPKGPSPTPEDVSMKEENLCQAFSDALLCKIEDIDNEDWENPQLCSDYVKDIYQYLRQLEVLQSINPHFLDGRDINGRMRAILVDWLVQVHSKFRLLQETLYMCVGIMDRFLQVQPVSRKKLQLVGITALLLASKYEEMFSPNIEDFVYITDNAYTSSQIREMETLILKELKFELGRPLPLHFLRRASKAGEVDVEQHTLAKYLMELTLIDYDM.... Result: 0 (no interaction).